Task: Predict the reactants needed to synthesize the given product.. Dataset: Full USPTO retrosynthesis dataset with 1.9M reactions from patents (1976-2016) Given the product [Br:1][C:2]1[C:3]([O:18][CH3:19])=[C:4]2[C:8](=[C:9]([F:11])[CH:10]=1)[N:7]([CH3:12])[CH:6]=[C:5]2[CH:13]([CH3:17])[C:14]([NH2:21])=[O:15], predict the reactants needed to synthesize it. The reactants are: [Br:1][C:2]1[C:3]([O:18][CH3:19])=[C:4]2[C:8](=[C:9]([F:11])[CH:10]=1)[N:7]([CH3:12])[CH:6]=[C:5]2[CH:13]([CH3:17])[C:14](O)=[O:15].C[N:21](C(ON1N=NC2C=CC=NC1=2)=[N+](C)C)C.F[P-](F)(F)(F)(F)F.[NH4+].[Cl-].CCN(C(C)C)C(C)C.